From a dataset of Catalyst prediction with 721,799 reactions and 888 catalyst types from USPTO. Predict which catalyst facilitates the given reaction. Product: [CH:1]12[CH2:10][CH:5]3[CH2:6][CH:7]([CH2:9][CH:3]([CH2:4]3)[CH:2]1[NH:11][C:12](=[O:21])[CH:13]([N:15]1[CH2:20][CH2:19][N:18]([C:29]3[CH:34]=[CH:33][C:32]([Cl:35])=[CH:31][N:30]=3)[CH2:17][CH2:16]1)[CH3:14])[CH2:8]2. The catalyst class is: 16. Reactant: [CH:1]12[CH2:10][CH:5]3[CH2:6][CH:7]([CH2:9][CH:3]([CH2:4]3)[CH:2]1[NH:11][C:12](=[O:21])[CH:13]([N:15]1[CH2:20][CH2:19][NH:18][CH2:17][CH2:16]1)[CH3:14])[CH2:8]2.C(=O)([O-])[O-].[Na+].[Na+].Cl[C:29]1[CH:34]=[CH:33][C:32]([Cl:35])=[CH:31][N:30]=1.